This data is from Catalyst prediction with 721,799 reactions and 888 catalyst types from USPTO. The task is: Predict which catalyst facilitates the given reaction. Reactant: [Cl-].O[NH3+:3].[C:4](=[O:7])([O-])[OH:5].[Na+].CS(C)=O.[F:13][CH2:14][C:15]([OH:54])([CH3:53])[CH2:16][O:17][C@H:18]1[CH2:23][CH2:22][C@H:21]([N:24]2[C:29](=[O:30])[C:28]([CH2:31][C:32]3[CH:37]=[CH:36][C:35]([C:38]4[C:39]([C:44]#[N:45])=[CH:40][CH:41]=[CH:42][CH:43]=4)=[CH:34][CH:33]=3)=[C:27]([CH2:46][CH2:47][CH3:48])[N:26]3[N:49]=[C:50]([CH3:52])[N:51]=[C:25]23)[CH2:20][CH2:19]1. Product: [F:13][CH2:14][C:15]([OH:54])([CH3:53])[CH2:16][O:17][C@H:18]1[CH2:23][CH2:22][C@H:21]([N:24]2[C:29](=[O:30])[C:28]([CH2:31][C:32]3[CH:37]=[CH:36][C:35]([C:38]4[CH:43]=[CH:42][CH:41]=[CH:40][C:39]=4[C:44]4[NH:3][C:4](=[O:7])[O:5][N:45]=4)=[CH:34][CH:33]=3)=[C:27]([CH2:46][CH2:47][CH3:48])[N:26]3[N:49]=[C:50]([CH3:52])[N:51]=[C:25]23)[CH2:20][CH2:19]1. The catalyst class is: 69.